The task is: Predict the reactants needed to synthesize the given product.. This data is from Full USPTO retrosynthesis dataset with 1.9M reactions from patents (1976-2016). (1) Given the product [F:19][C:9]1[CH:10]=[CH:11][C:12]([O:14][C:15]([F:18])([F:16])[F:17])=[C:13]2[C:8]=1[N:7]([CH2:20][CH2:21][O:22][C:23]([F:26])([F:25])[F:24])[CH:6]=[C:5]2[C:3]([OH:4])=[O:2], predict the reactants needed to synthesize it. The reactants are: C[O:2][C:3]([C:5]1[C:13]2[C:8](=[C:9]([F:19])[CH:10]=[CH:11][C:12]=2[O:14][C:15]([F:18])([F:17])[F:16])[N:7]([CH2:20][CH2:21][O:22][C:23]([F:26])([F:25])[F:24])[CH:6]=1)=[O:4]. (2) Given the product [F:25][C:23]1([F:26])[O:22][C:21]2[CH:27]=[CH:28][C:18]([C:15]3([C:13]([NH:12][C:4]4[N:3]=[C:2]([C:34]5[CH:35]=[N:36][C:31]([O:30][CH3:29])=[CH:32][CH:33]=5)[C:11]5[C:6]([CH:5]=4)=[CH:7][CH:8]=[CH:9][CH:10]=5)=[O:14])[CH2:17][CH2:16]3)=[CH:19][C:20]=2[O:24]1, predict the reactants needed to synthesize it. The reactants are: Br[C:2]1[C:11]2[C:6](=[CH:7][CH:8]=[CH:9][CH:10]=2)[CH:5]=[C:4]([NH:12][C:13]([C:15]2([C:18]3[CH:28]=[CH:27][C:21]4[O:22][C:23]([F:26])([F:25])[O:24][C:20]=4[CH:19]=3)[CH2:17][CH2:16]2)=[O:14])[N:3]=1.[CH3:29][O:30][C:31]1[N:36]=[CH:35][C:34](B(O)O)=[CH:33][CH:32]=1.C(=O)([O-])[O-].[K+].[K+]. (3) Given the product [Cl:3][C:4]1[CH:9]=[CH:8][C:7]([CH:10]([OH:15])[CH2:11][CH:12]([OH:14])[CH3:13])=[CH:6][C:5]=1[F:16], predict the reactants needed to synthesize it. The reactants are: [BH4-].[Na+].[Cl:3][C:4]1[CH:9]=[CH:8][C:7]([CH:10]([OH:15])[CH2:11][C:12](=[O:14])[CH3:13])=[CH:6][C:5]=1[F:16].[Cl-].[NH4+]. (4) Given the product [ClH:24].[Cl:26][C:19]1[CH:20]=[N+:21]([O-:25])[CH:22]=[C:23]([Cl:24])[C:18]=1[CH2:17][C@@H:16]([C:27]1[CH:32]=[CH:31][C:30]([O:33][CH:34]([F:36])[F:35])=[C:29]([O:37][CH2:38][CH:39]2[CH2:41][CH2:40]2)[CH:28]=1)[O:15][C:13]([C@H:9]1[NH:8][CH2:12][CH2:11][S:10]1)=[O:14], predict the reactants needed to synthesize it. The reactants are: C(OC([N:8]1[CH2:12][CH2:11][S:10][C@H:9]1[C:13]([O:15][C@H:16]([C:27]1[CH:32]=[CH:31][C:30]([O:33][CH:34]([F:36])[F:35])=[C:29]([O:37][CH2:38][CH:39]2[CH2:41][CH2:40]2)[CH:28]=1)[CH2:17][C:18]1[C:23]([Cl:24])=[CH:22][N+:21]([O-:25])=[CH:20][C:19]=1[Cl:26])=[O:14])=O)(C)(C)C.Cl.